Dataset: Reaction yield outcomes from USPTO patents with 853,638 reactions. Task: Predict the reaction yield, written as a fraction of the theoretical maximum amount of product (1.0 means a 100% yield; for example, 0.34 means a 34% yield). (1) The reactants are [NH2:1][C:2]1[C:3]2[C:8]([N:9]=[C:10]3[C:15]=1[CH:14]=[CH:13][CH:12]=[CH:11]3)=[CH:7][CH:6]=[CH:5][CH:4]=2.[OH:16][C:17]1[CH:24]=[CH:23][C:22]([N+:25]([O-:27])=[O:26])=[CH:21][C:18]=1[CH:19]=O.[BH3-]C#N.[Na+].[K+].[Br-]. The catalyst is CO.CC(O)=O. The product is [CH:4]1[C:3]2[C:8](=[N:9][C:10]3[C:15]([C:2]=2[NH:1][CH2:19][C:18]2[CH:21]=[C:22]([N+:25]([O-:27])=[O:26])[CH:23]=[CH:24][C:17]=2[OH:16])=[CH:14][CH:13]=[CH:12][CH:11]=3)[CH:7]=[CH:6][CH:5]=1. The yield is 0.870. (2) The reactants are [OH:1][C:2]([C:5]1[CH:13]=[CH:12][C:8]([C:9]([OH:11])=O)=[CH:7][CH:6]=1)([CH3:4])[CH3:3].F[P-](F)(F)(F)(F)F.N1(OC(N(C)C)=[N+](C)C)C2N=CC=CC=2N=N1.C(N(CC)CC)C.[NH2:45][CH2:46][C:47]1[C:48]([OH:55])=[N:49][C:50]([CH3:54])=[CH:51][C:52]=1[CH3:53]. The catalyst is ClCCl. The product is [OH:55][C:48]1[C:47]([CH2:46][NH:45][C:9](=[O:11])[C:8]2[CH:7]=[CH:6][C:5]([C:2]([OH:1])([CH3:3])[CH3:4])=[CH:13][CH:12]=2)=[C:52]([CH3:53])[CH:51]=[C:50]([CH3:54])[N:49]=1. The yield is 0.760. (3) The catalyst is C(O)C. The yield is 0.910. The reactants are CC1(C)[O:9][C:8](=[O:10])[C:5]2([CH2:7][CH2:6]2)[C:4](=[O:11])O1.[F:13][C:14]1[CH:15]=[C:16]([CH:18]=[CH:19][C:20]=1[O:21][CH3:22])[NH2:17]. The product is [F:13][C:14]1[CH:15]=[C:16]([N:17]2[CH2:6][CH2:7][CH:5]([C:8]([OH:9])=[O:10])[C:4]2=[O:11])[CH:18]=[CH:19][C:20]=1[O:21][CH3:22].